This data is from Full USPTO retrosynthesis dataset with 1.9M reactions from patents (1976-2016). The task is: Predict the reactants needed to synthesize the given product. (1) Given the product [NH2:13][CH2:12][C:11]1[CH:10]=[C:9]([CH3:17])[C:8]([OH:7])=[C:15]([CH3:16])[CH:14]=1, predict the reactants needed to synthesize it. The reactants are: [H-].[H-].[H-].[H-].[Li+].[Al+3].[OH:7][C:8]1[C:15]([CH3:16])=[CH:14][C:11]([C:12]#[N:13])=[CH:10][C:9]=1[CH3:17].Cl. (2) The reactants are: Br[CH2:2][C:3]([N:5]([CH2:16][CH2:17][C:18]([O:20][CH2:21][C:22]1[CH:27]=[CH:26][CH:25]=[CH:24][CH:23]=1)=[O:19])[CH2:6][CH2:7][O:8][Si:9]([C:12]([CH3:15])([CH3:14])[CH3:13])([CH3:11])[CH3:10])=[O:4].CCN(CC)CC.[Si:35]([O:42][CH2:43][CH2:44][NH2:45])([C:38]([CH3:41])([CH3:40])[CH3:39])([CH3:37])[CH3:36]. Given the product [Si:9]([O:8][CH2:7][CH2:6][N:5]([CH2:16][CH2:17][C:18]([O:20][CH2:21][C:22]1[CH:27]=[CH:26][CH:25]=[CH:24][CH:23]=1)=[O:19])[C:3](=[O:4])[CH2:2][NH:45][CH2:44][CH2:43][O:42][Si:35]([CH3:36])([CH3:37])[C:38]([CH3:39])([CH3:40])[CH3:41])([C:12]([CH3:15])([CH3:14])[CH3:13])([CH3:11])[CH3:10], predict the reactants needed to synthesize it. (3) Given the product [Si:1]([O:8][CH2:9][C@:10]1([CH3:18])[S:16][CH2:15][CH2:14][N:13]=[C:12]([S:17][CH3:22])[CH2:11]1)([C:4]([CH3:7])([CH3:5])[CH3:6])([CH3:3])[CH3:2], predict the reactants needed to synthesize it. The reactants are: [Si:1]([O:8][CH2:9][C@:10]1([CH3:18])[S:16][CH2:15][CH2:14][NH:13][C:12](=[S:17])[CH2:11]1)([C:4]([CH3:7])([CH3:6])[CH3:5])([CH3:3])[CH3:2].[OH-].[K+].O.[CH3:22]I.